This data is from Full USPTO retrosynthesis dataset with 1.9M reactions from patents (1976-2016). The task is: Predict the reactants needed to synthesize the given product. (1) Given the product [Cl:48][CH2:49][Cl:50].[CH:18]([O:17][CH:14]([CH3:13])[CH3:15])([CH3:19])[CH3:23].[C:18]([O:17][C:14]1[CH:15]=[CH:16][C:11]([CH2:10][O:9][C:7](=[O:8])[N:27]([CH2:28][CH2:29][CH2:30][CH3:31])[CH2:23][CH2:24][CH2:25][CH3:26])=[CH:12][C:13]=1[O:21][CH3:22])(=[O:20])[CH3:19], predict the reactants needed to synthesize it. The reactants are: S=C1N([C:7]([O:9][CH2:10][C:11]2[CH:16]=[CH:15][C:14]([O:17][C:18](=[O:20])[CH3:19])=[C:13]([O:21][CH3:22])[CH:12]=2)=[O:8])CCS1.[CH2:23]([NH:27][CH2:28][CH2:29][CH2:30][CH3:31])[CH2:24][CH2:25][CH3:26].C(N(CC)CC)C.C(N(C(C)C)CC)(C)C.[Cl:48][CH2:49][Cl:50]. (2) Given the product [CH:1]1([C:4]2[C:5]([N:13]3[CH2:18][CH2:17][N:16]([C:19]([C:21]4[CH:26]=[CH:25][C:24]([N:31]5[C@H:30]([CH2:28][CH3:29])[CH2:34][O:33][C:32]5=[O:35])=[CH:23][CH:22]=4)=[O:20])[CH2:15][CH2:14]3)=[N:6][CH:7]=[C:8]([CH:10]3[CH2:12][CH2:11]3)[CH:9]=2)[CH2:3][CH2:2]1, predict the reactants needed to synthesize it. The reactants are: [CH:1]1([C:4]2[C:5]([N:13]3[CH2:18][CH2:17][N:16]([C:19]([C:21]4[CH:26]=[CH:25][C:24](I)=[CH:23][CH:22]=4)=[O:20])[CH2:15][CH2:14]3)=[N:6][CH:7]=[C:8]([CH:10]3[CH2:12][CH2:11]3)[CH:9]=2)[CH2:3][CH2:2]1.[CH2:28]([C@@H:30]1[CH2:34][O:33][C:32](=[O:35])[NH:31]1)[CH3:29].C(=O)([O-])[O-].[K+].[K+].CNCCNC.[Cl-].[NH4+]. (3) Given the product [ClH:27].[ClH:27].[CH3:1][C:2]1[N:6]=[C:5]([CH3:7])[N:4]([C:8]2[N:13]=[C:12]([CH3:14])[N:11]=[C:10]([C@@H:15]3[CH2:17][C@H:16]3[C:18]3[S:19][C:20]4[CH:26]=[CH:25][CH:24]=[CH:23][C:21]=4[N:22]=3)[CH:9]=2)[N:3]=1, predict the reactants needed to synthesize it. The reactants are: [CH3:1][C:2]1[N:6]=[C:5]([CH3:7])[N:4]([C:8]2[N:13]=[C:12]([CH3:14])[N:11]=[C:10]([C@@H:15]3[CH2:17][C@H:16]3[C:18]3[S:19][C:20]4[CH:26]=[CH:25][CH:24]=[CH:23][C:21]=4[N:22]=3)[CH:9]=2)[N:3]=1.[ClH:27]. (4) The reactants are: [CH3:1][N:2]([CH3:29])[C:3]1([C:23]2[CH:28]=[CH:27][CH:26]=[CH:25][CH:24]=2)[CH2:8][CH2:7][CH:6]([CH2:9][C:10]([NH:12][CH2:13][C:14]2[C:22]3[C:17](=[CH:18][CH:19]=[CH:20][CH:21]=3)[NH:16][CH:15]=2)=[O:11])[CH2:5][CH2:4]1.[Cl:30][Si](C)(C)C. Given the product [ClH:30].[CH3:29][N:2]([CH3:1])[C:3]1([C:23]2[CH:28]=[CH:27][CH:26]=[CH:25][CH:24]=2)[CH2:8][CH2:7][CH:6]([CH2:9][C:10]([NH:12][CH2:13][C:14]2[C:22]3[C:17](=[CH:18][CH:19]=[CH:20][CH:21]=3)[NH:16][CH:15]=2)=[O:11])[CH2:5][CH2:4]1, predict the reactants needed to synthesize it. (5) Given the product [N+:1]([C:4]1[CH:5]=[C:6]([CH:17]=[CH:18][C:19]([OH:21])=[O:20])[CH:7]=[CH:8][C:9]=1[S:10][C:11]1[CH:16]=[CH:15][CH:14]=[CH:13][N:12]=1)([O-:3])=[O:2].[NH2:33][CH:26]([CH2:25][CH3:24])[C:27]([OH:29])=[O:28], predict the reactants needed to synthesize it. The reactants are: [N+:1]([C:4]1[CH:5]=[C:6]([CH:17]=[CH:18][C:19]([OH:21])=[O:20])[CH:7]=[CH:8][C:9]=1[S:10][C:11]1[CH:16]=[CH:15][CH:14]=[CH:13][N:12]=1)([O-:3])=[O:2].Cl.N[CH2:24][CH2:25][CH2:26][C:27]([O:29]C)=[O:28].CC[N:33]=C=NCCCN(C)C.Cl. (6) Given the product [CH:23]1([N:9]([CH:6]2[CH2:5][CH2:4][N:3]([C:1]3[O:26][N:27]=[C:28]([CH:30]4[CH2:35][CH2:34][O:33][CH2:32][CH2:31]4)[N:2]=3)[CH2:8][CH2:7]2)[C:10](=[O:22])[C:11]2[CH:12]=[CH:13][C:14]([C:17]3[O:21][CH:20]=[N:19][CH:18]=3)=[CH:15][CH:16]=2)[CH2:25][CH2:24]1, predict the reactants needed to synthesize it. The reactants are: [C:1]([N:3]1[CH2:8][CH2:7][CH:6]([N:9]([CH:23]2[CH2:25][CH2:24]2)[C:10](=[O:22])[C:11]2[CH:16]=[CH:15][C:14]([C:17]3[O:21][CH:20]=[N:19][CH:18]=3)=[CH:13][CH:12]=2)[CH2:5][CH2:4]1)#[N:2].[OH:26][NH:27][C:28]([CH:30]1[CH2:35][CH2:34][O:33][CH2:32][CH2:31]1)=N. (7) The reactants are: [O:1]=[C:2]1[C:10](=O)[C:9]2[C:4](=[CH:5][CH:6]=[CH:7][CH:8]=2)[N:3]1[CH2:12][C:13]1[O:17][C:16]([C:18]([O:20][CH2:21][CH3:22])=[O:19])=[CH:15][CH:14]=1.[F:23][C:24]([F:33])([F:32])[C:25]1[CH:26]=[C:27]([CH:29]=[CH:30][CH:31]=1)[NH2:28]. Given the product [O:1]=[C:2]1[N:3]([CH2:12][C:13]2[O:17][C:16]([C:18]([O:20][CH2:21][CH3:22])=[O:19])=[CH:15][CH:14]=2)[C:4]2[C:9](/[C:10]/1=[N:28]/[C:27]1[CH:29]=[CH:30][CH:31]=[C:25]([C:24]([F:23])([F:32])[F:33])[CH:26]=1)=[CH:8][CH:7]=[CH:6][CH:5]=2, predict the reactants needed to synthesize it. (8) Given the product [CH3:1][O:2][C:3]([CH:4]1[CH2:5][N:6]2[C:7](=[C:8]([C:17]3[CH:22]=[CH:21][C:20]([F:23])=[CH:19][CH:18]=3)[C:9]([C:11]3[CH:16]=[CH:15][N:14]=[CH:13][CH:12]=3)=[CH:10]2)[C:24]1=[O:25])=[O:28], predict the reactants needed to synthesize it. The reactants are: [CH3:1][O:2][C:3](=[O:28])[CH2:4][CH2:5][N:6]1[CH:10]=[C:9]([C:11]2[CH:16]=[CH:15][N:14]=[CH:13][CH:12]=2)[C:8]([C:17]2[CH:22]=[CH:21][C:20]([F:23])=[CH:19][CH:18]=2)=[C:7]1[C:24](OC)=[O:25].C1(C)C=CC=CC=1.C[O-].[Na+]. (9) Given the product [CH3:18][CH:16]([S:13]([C:9]1[CH:8]=[C:7]([CH:12]=[CH:11][CH:10]=1)[C:6]([OH:19])=[O:5])(=[O:14])=[O:15])[CH3:17], predict the reactants needed to synthesize it. The reactants are: O.[OH-].[Li+].C[O:5][C:6](=[O:19])[C:7]1[CH:12]=[CH:11][CH:10]=[C:9]([S:13]([CH:16]([CH3:18])[CH3:17])(=[O:15])=[O:14])[CH:8]=1.Cl.